Dataset: Forward reaction prediction with 1.9M reactions from USPTO patents (1976-2016). Task: Predict the product of the given reaction. Given the reactants [OH:1][C@H:2]1[CH2:7][N:6]([C:8]([O:10][C:11]([CH3:14])([CH3:13])[CH3:12])=[O:9])[C@H:5]([CH3:15])[CH2:4][CH2:3]1.[H-].[Na+].F[C:19]1[C:24]([C:25]([OH:28])([CH3:27])[CH3:26])=[CH:23][CH:22]=[CH:21][N:20]=1, predict the reaction product. The product is: [OH:28][C:25]([C:24]1[C:19]([O:1][C@H:2]2[CH2:7][N:6]([C:8]([O:10][C:11]([CH3:14])([CH3:13])[CH3:12])=[O:9])[C@H:5]([CH3:15])[CH2:4][CH2:3]2)=[N:20][CH:21]=[CH:22][CH:23]=1)([CH3:27])[CH3:26].